This data is from Full USPTO retrosynthesis dataset with 1.9M reactions from patents (1976-2016). The task is: Predict the reactants needed to synthesize the given product. Given the product [NH2:12][C:13]1[N:18]=[C:17]([NH:19][C:20]2[C:21]3[CH2:37][CH2:36][CH2:35][C:22]=3[N:23]=[C:24]([N:26]3[CH2:30][CH2:29][CH2:28][CH:27]3[C:31]([NH:6][C:2]3[S:1][CH:5]=[CH:4][N:3]=3)=[O:32])[N:25]=2)[CH:16]=[CH:15][CH:14]=1, predict the reactants needed to synthesize it. The reactants are: [S:1]1[CH:5]=[CH:4][N:3]=[C:2]1[NH2:6].C([Mg]Cl)(C)C.[NH2:12][C:13]1[N:18]=[C:17]([NH:19][C:20]2[C:21]3[CH2:37][CH2:36][CH2:35][C:22]=3[N:23]=[C:24]([N:26]3[CH2:30][CH2:29][CH2:28][CH:27]3[C:31](OC)=[O:32])[N:25]=2)[CH:16]=[CH:15][CH:14]=1.